Task: Predict the reaction yield, written as a fraction of the theoretical maximum amount of product (1.0 means a 100% yield; for example, 0.34 means a 34% yield).. Dataset: Reaction yield outcomes from USPTO patents with 853,638 reactions (1) The reactants are [H-].[Na+].[OH:3][CH2:4][CH2:5][N:6]1[C:10](=[O:11])[C:9]2=[CH:12][CH:13]=[CH:14][CH:15]=[C:8]2[C:7]1=[O:16].[Br:17][C:18]1[CH:19]=[CH:20][C:21]2[N:22]([CH2:32][CH:33]3[CH2:35][O:34]3)[C:23]3[C:28]([C:29]=2[CH:30]=1)=[CH:27][C:26]([Br:31])=[CH:25][CH:24]=3. The catalyst is C1COCC1.CCOC(C)=O. The product is [Br:17][C:18]1[CH:19]=[CH:20][C:21]2[N:22]([CH2:32][CH:33]([OH:34])[CH2:35][O:3][CH2:4][CH2:5][N:6]3[C:10](=[O:11])[C:9]4[C:8](=[CH:15][CH:14]=[CH:13][CH:12]=4)[C:7]3=[O:16])[C:23]3[C:28]([C:29]=2[CH:30]=1)=[CH:27][C:26]([Br:31])=[CH:25][CH:24]=3. The yield is 0.440. (2) The reactants are [CH3:1][S:2][C:3]1[S:4][C:5]2[CH:11]=[C:10]([CH2:12][N:13]3[C:17]4=[N:18][CH:19]=[C:20]([C:22]([F:25])([F:24])[F:23])[CH:21]=[C:16]4[N:15]=[CH:14]3)[CH:9]=[CH:8][C:6]=2[N:7]=1.C1C=C(Cl)C=C(C(OO)=[O:34])C=1. The catalyst is C(Cl)Cl. The product is [CH3:1][S:2]([C:3]1[S:4][C:5]2[CH:11]=[C:10]([CH2:12][N:13]3[C:17]4=[N:18][CH:19]=[C:20]([C:22]([F:25])([F:23])[F:24])[CH:21]=[C:16]4[N:15]=[CH:14]3)[CH:9]=[CH:8][C:6]=2[N:7]=1)=[O:34]. The yield is 0.878. (3) The reactants are C(OC([NH:8][C@@H:9]([C:46]([CH3:49])([CH3:48])[CH3:47])[C:10]([N:12]1[C@H:21]([C:22]([N:24]([CH2:35][C:36]2[CH:45]=[CH:44][C:39]([C:40]([O:42][CH3:43])=[O:41])=[CH:38][CH:37]=2)[C@@H:25]([C:27]2[CH:32]=[CH:31][CH:30]=[C:29]([F:33])[C:28]=2[F:34])[CH3:26])=[O:23])[CH2:20][C:19]2[C:14](=[CH:15][CH:16]=[CH:17][CH:18]=2)[CH2:13]1)=[O:11])=O)(C)(C)C.C(O)(C(F)(F)F)=O. The catalyst is C(Cl)Cl. The product is [NH2:8][C@@H:9]([C:46]([CH3:47])([CH3:49])[CH3:48])[C:10]([N:12]1[C@H:21]([C:22]([N:24]([CH2:35][C:36]2[CH:45]=[CH:44][C:39]([C:40]([O:42][CH3:43])=[O:41])=[CH:38][CH:37]=2)[C@@H:25]([C:27]2[CH:32]=[CH:31][CH:30]=[C:29]([F:33])[C:28]=2[F:34])[CH3:26])=[O:23])[CH2:20][C:19]2[C:14](=[CH:15][CH:16]=[CH:17][CH:18]=2)[CH2:13]1)=[O:11]. The yield is 0.960. (4) The reactants are [Cl:1][C:2]1[CH:11]=[C:10]([C:12](=[O:14])[CH3:13])[C:9]([N:15]2[CH2:20][CH2:19][NH:18][CH2:17][CH2:16]2)=[C:8]2[C:3]=1[CH:4]=[CH:5][CH:6]=[N:7]2.[CH3:21][N:22]([CH3:26])[C:23](Cl)=[O:24].C(N(CC)CC)C. The catalyst is ClCCl. The product is [C:12]([C:10]1[C:9]([N:15]2[CH2:16][CH2:17][N:18]([C:23]([N:22]([CH3:26])[CH3:21])=[O:24])[CH2:19][CH2:20]2)=[C:8]2[C:3]([CH:4]=[CH:5][CH:6]=[N:7]2)=[C:2]([Cl:1])[CH:11]=1)(=[O:14])[CH3:13]. The yield is 0.720. (5) The reactants are [NH2:1][CH2:2][C:3]1[CH:30]=[CH:29][C:6]([CH2:7][N:8]([CH2:19][C:20]2[NH:24][C:23]3[CH:25]=[CH:26][CH:27]=[CH:28][C:22]=3[N:21]=2)[CH:9]2[C:18]3[N:17]=[CH:16][CH:15]=[CH:14][C:13]=3[CH2:12][CH2:11][CH2:10]2)=[CH:5][CH:4]=1.[C:31]1([N:37]=[C:38]=[O:39])[CH:36]=[CH:35][CH:34]=[CH:33][CH:32]=1. The catalyst is C(Cl)Cl. The product is [NH:24]1[C:23]2[CH:25]=[CH:26][CH:27]=[CH:28][C:22]=2[N:21]=[C:20]1[CH2:19][N:8]([CH2:7][C:6]1[CH:5]=[CH:4][C:3]([CH2:2][NH:1][C:38]([NH:37][C:31]2[CH:36]=[CH:35][CH:34]=[CH:33][CH:32]=2)=[O:39])=[CH:30][CH:29]=1)[CH:9]1[C:18]2[N:17]=[CH:16][CH:15]=[CH:14][C:13]=2[CH2:12][CH2:11][CH2:10]1. The yield is 0.720. (6) The product is [CH:1]([C:4]1[C:5]([C@H:10]2[CH2:15][CH2:14][CH2:13][C@@H:12]([C:17]3[C:22]([CH:23]([CH3:25])[CH3:24])=[CH:21][CH:20]=[CH:19][N:18]=3)[NH:11]2)=[N:6][CH:7]=[CH:8][CH:9]=1)([CH3:3])[CH3:2]. The catalyst is C(O)COCCO. The yield is 0.990. The reactants are [CH:1]([C:4]1[C:5]([CH:10]2[CH2:15][C:14](=O)[CH2:13][CH:12]([C:17]3[C:22]([CH:23]([CH3:25])[CH3:24])=[CH:21][CH:20]=[CH:19][N:18]=3)[NH:11]2)=[N:6][CH:7]=[CH:8][CH:9]=1)([CH3:3])[CH3:2].[OH-].[K+].O.NN.C(Cl)Cl. (7) The reactants are [OH:1][C@H:2]([C:13]1[O:14][CH:15]=[CH:16][N:17]=1)[CH:3]([NH:5][C:6](=[O:12])[O:7][C:8]([CH3:11])([CH3:10])[CH3:9])[CH3:4].CC(OI1(OC(C)=O)(OC(C)=O)OC(=O)C2C=CC=CC1=2)=O. The catalyst is ClCCl.C(OCC)(=O)C. The product is [O:14]1[CH:15]=[CH:16][N:17]=[C:13]1[C:2](=[O:1])[C@@H:3]([NH:5][C:6](=[O:12])[O:7][C:8]([CH3:10])([CH3:9])[CH3:11])[CH3:4]. The yield is 0.834. (8) The product is [Cl:1][C:2]1[CH:7]=[CH:6][C:5]([C@H:8]2[CH2:13][C@H:12]([C:14]3[O:18][NH:17][C:16](=[O:19])[CH:15]=3)[CH2:11][CH2:10][NH:9]2)=[CH:4][C:3]=1[F:24]. No catalyst specified. The yield is 0.560. The reactants are [Cl:1][C:2]1[CH:7]=[CH:6][C:5]([C@H:8]2[CH2:13][C@H:12]([C:14]3[O:18][NH:17][C:16](=[O:19])[CH:15]=3)[CH2:11][CH2:10][N:9]2C(OC)=O)=[CH:4][C:3]=1[F:24].Br.